From a dataset of Full USPTO retrosynthesis dataset with 1.9M reactions from patents (1976-2016). Predict the reactants needed to synthesize the given product. (1) Given the product [C:39]([OH:42])(=[O:41])/[CH:40]=[CH:33]/[C:32]([OH:35])=[O:34].[F:1][C:2]1[C:7]([C:8]2[CH:9]=[C:10]([CH2:22][NH:23][CH3:24])[S:11][C:12]=2[S:13]([C:16]2[CH:21]=[CH:20][CH:19]=[CH:18][N:17]=2)(=[O:14])=[O:15])=[CH:6][CH:5]=[CH:4][N:3]=1, predict the reactants needed to synthesize it. The reactants are: [F:1][C:2]1[C:7]([C:8]2[CH:9]=[C:10]([CH2:22][N:23](C)[C:24](=O)OC(C)(C)C)[S:11][C:12]=2[S:13]([C:16]2[CH:21]=[CH:20][CH:19]=[CH:18][N:17]=2)(=[O:15])=[O:14])=[CH:6][CH:5]=[CH:4][N:3]=1.[C:32]([O:35]CC)(=[O:34])[CH3:33].Cl.[C:39]([O:42]CC)(=[O:41])[CH3:40]. (2) The reactants are: [C:1]([O:5][C:6](=[O:23])[NH:7][CH:8]([C:15]1[CH:20]=[CH:19][C:18]([Cl:21])=[C:17]([Cl:22])[CH:16]=1)[C:9](=[O:14])N(OC)C)([CH3:4])([CH3:3])[CH3:2].Br[C:25]1[CH:37]=[CH:36][C:28]([O:29][CH:30]2[CH2:35][CH2:34][O:33][CH2:32][CH2:31]2)=[CH:27][C:26]=1[F:38]. Given the product [C:1]([O:5][C:6](=[O:23])[NH:7][CH:8]([C:15]1[CH:20]=[CH:19][C:18]([Cl:21])=[C:17]([Cl:22])[CH:16]=1)[C:9]([C:25]1[CH:37]=[CH:36][C:28]([O:29][CH:30]2[CH2:35][CH2:34][O:33][CH2:32][CH2:31]2)=[CH:27][C:26]=1[F:38])=[O:14])([CH3:2])([CH3:3])[CH3:4], predict the reactants needed to synthesize it. (3) Given the product [CH2:1]([O:3][CH:4]([O:6][CH:7]1[CH2:19][CH2:18][C:17]([O:21][CH:22]([O:24][CH2:25][CH3:26])[CH3:23])([CH3:20])[CH:16]([O:27][C:68]2[CH:73]=[CH:72][C:71]([N+:74]([O-:76])=[O:75])=[CH:70][CH:69]=2)[CH:15]=[CH:14][CH:13]([CH3:28])[CH:12](/[C:29](/[CH3:56])=[CH:30]/[CH:31]=[CH:32]/[C:33]([O:50][CH:51]([O:53][CH2:54][CH3:55])[CH3:52])([CH3:49])[CH2:34][CH:35]2[O:48][CH:36]2[CH:37]([CH3:47])[CH:38]([O:41][CH:42]([O:44][CH2:45][CH3:46])[CH3:43])[CH2:39][CH3:40])[O:11][C:9](=[O:10])[CH:8]1[C:77]([OH:80])=[O:79])[CH3:5])[CH3:2], predict the reactants needed to synthesize it. The reactants are: [CH2:1]([O:3][CH:4]([O:6][CH:7]1[CH2:19][CH2:18][C:17]([O:21][CH:22]([O:24][CH2:25][CH3:26])[CH3:23])([CH3:20])[CH:16]([OH:27])[CH:15]=[CH:14][CH:13]([CH3:28])[CH:12](/[C:29](/[CH3:56])=[CH:30]/[CH:31]=[CH:32]/[C:33]([O:50][CH:51]([O:53][CH2:54][CH3:55])[CH3:52])([CH3:49])[CH2:34][CH:35]2[O:48][CH:36]2[CH:37]([CH3:47])[CH:38]([O:41][CH:42]([O:44][CH2:45][CH3:46])[CH3:43])[CH2:39][CH3:40])[O:11][C:9](=[O:10])[CH2:8]1)[CH3:5])[CH3:2].C(N(CC)CC)C.ClC(O[C:68]1[CH:73]=[CH:72][C:71]([N+:74]([O-:76])=[O:75])=[CH:70][CH:69]=1)=O.[C:77]([O:80]CC)(=[O:79])C. (4) Given the product [CH2:15]([N:22]1[C:11]2[CH2:10][CH2:9][NH:8][CH2:13][C:12]=2[C:30]([C:28]2[CH:27]=[CH:26][C:25]([F:35])=[C:24]([Cl:23])[CH:29]=2)=[CH:31]1)[C:16]1[CH:21]=[CH:20][CH:19]=[CH:18][CH:17]=1, predict the reactants needed to synthesize it. The reactants are: C(OC([N:8]1[CH2:13][CH2:12][C:11](=O)[CH2:10][CH2:9]1)=O)(C)(C)C.[CH2:15]([NH2:22])[C:16]1[CH:21]=[CH:20][CH:19]=[CH:18][CH:17]=1.[Cl:23][C:24]1[CH:29]=[C:28]([CH:30]=[CH:31][N+]([O-])=O)[CH:27]=[CH:26][C:25]=1[F:35]. (5) Given the product [CH2:91]([N:98]1[C:102](=[O:103])[C:101](=[CH:83][N:84]([C:85]2[CH:90]=[CH:89][CH:88]=[CH:87][CH:86]=2)[CH3:1])[S:100][C:99]1=[S:104])[C:92]1[CH:93]=[CH:94][CH:95]=[CH:96][CH:97]=1, predict the reactants needed to synthesize it. The reactants are: [CH3:1][C@H](NC([C@H]1N(C([C@@H](NC([C@@H](N)CC2C=CC(O)=CC=2)=O)CC(O)=O)=O)CCC1)=O)C(N1[C@H](C(N2[C@H](C(N3[C@H](C(N4[C@H](C(N5[C@H](C(N6[C@H](C(O)=O)CCC6)=O)CCC5)=O)CCC4)=O)CCC3)=O)CCC2)=O)CCC1)=O.C1(C)C=CC=CC=1.[CH3:83][NH:84][C:85]1[CH:90]=[CH:89][CH:88]=[CH:87][CH:86]=1.[CH2:91]([N:98]1[C:102](=[O:103])[CH2:101][S:100][C:99]1=[S:104])[C:92]1[CH:97]=[CH:96][CH:95]=[CH:94][CH:93]=1. (6) The reactants are: Br[C:2]1[CH:3]=[C:4]([CH:32]=[C:33]([C:36]([F:39])([F:38])[F:37])[C:34]=1[Cl:35])[O:5][C@@H:6]([C:25]1[CH:30]=[CH:29][C:28]([Cl:31])=[CH:27][CH:26]=1)[C@@H:7]([C:11]1[CH:24]=[CH:23][C:14]([C:15]([NH:17][CH2:18][CH2:19][C:20]([OH:22])=[O:21])=[O:16])=[CH:13][CH:12]=1)[CH2:8][CH2:9][CH3:10].[CH3:40][N:41](C=O)C. Given the product [Cl:35][C:34]1[C:33]([C:36]([F:39])([F:38])[F:37])=[CH:32][C:4]([O:5][C@@H:6]([C:25]2[CH:30]=[CH:29][C:28]([Cl:31])=[CH:27][CH:26]=2)[C@@H:7]([C:11]2[CH:24]=[CH:23][C:14]([C:15]([NH:17][CH2:18][CH2:19][C:20]([OH:22])=[O:21])=[O:16])=[CH:13][CH:12]=2)[CH2:8][CH2:9][CH3:10])=[CH:3][C:2]=1[C:40]#[N:41], predict the reactants needed to synthesize it.